Dataset: Reaction yield outcomes from USPTO patents with 853,638 reactions. Task: Predict the reaction yield, written as a fraction of the theoretical maximum amount of product (1.0 means a 100% yield; for example, 0.34 means a 34% yield). (1) The reactants are [Cl:1][C:2]1[C:7]([C:8]([O:10][CH2:11][CH3:12])=[O:9])=[CH:6][N:5]=[C:4](Cl)[CH:3]=1.S([O:19][CH3:20])(OC)(=O)=O. The catalyst is C(#N)C.C(=O)(O)[O-].[Na+].O. The product is [CH2:11]([O:10][C:8]([C:7]1[C:2]([Cl:1])=[CH:3][C:20](=[O:19])[N:5]([CH3:4])[CH:6]=1)=[O:9])[CH3:12]. The yield is 0.850. (2) The reactants are [CH3:1][C:2]1([CH3:18])[C:6]([CH3:8])([CH3:7])[O:5][B:4]([C:9]2[CH:17]=[CH:16][C:12]([C:13](Cl)=[O:14])=[CH:11][CH:10]=2)[O:3]1.[NH2:19][C:20]1[CH:25]=[C:24]([F:26])[CH:23]=[CH:22][N:21]=1. The catalyst is C(#N)C. The product is [F:26][C:24]1[CH:23]=[CH:22][N:21]=[C:20]([NH:19][C:13](=[O:14])[C:12]2[CH:16]=[CH:17][C:9]([B:4]3[O:3][C:2]([CH3:18])([CH3:1])[C:6]([CH3:8])([CH3:7])[O:5]3)=[CH:10][CH:11]=2)[CH:25]=1. The yield is 0.940. (3) The reactants are [Br:1][C:2]1[C:3]([CH3:12])=[C:4]([C:8]([F:11])=[CH:9][CH:10]=1)[C:5]([OH:7])=O.[CH3:13][O:14][C:15]1[CH:25]=[CH:24][C:18]([CH2:19][NH:20][CH2:21][CH2:22][OH:23])=[CH:17][CH:16]=1.CCN(C(C)C)C(C)C.CN(C(ON1N=NC2C=CC=NC1=2)=[N+](C)C)C.F[P-](F)(F)(F)(F)F. The catalyst is CN(C=O)C.CCOC(C)=O. The product is [Br:1][C:2]1[C:3]([CH3:12])=[C:4]([C:8]([F:11])=[CH:9][CH:10]=1)[C:5]([N:20]([CH2:21][CH2:22][OH:23])[CH2:19][C:18]1[CH:17]=[CH:16][C:15]([O:14][CH3:13])=[CH:25][CH:24]=1)=[O:7]. The yield is 0.488. (4) The reactants are [CH3:1][C:2]([OH:17])([CH3:16])[C:3]#[C:4][CH:5]([C:7]1[CH:12]=[CH:11][C:10]([N+:13]([O-:15])=[O:14])=[CH:9][CH:8]=1)[OH:6].C([O-])(O)=O.[Na+].CC(OI1(OC(C)=O)(OC(C)=O)OC(=O)C2C=CC=CC1=2)=O. The catalyst is C(Cl)Cl. The product is [OH:17][C:2]([CH3:16])([CH3:1])[C:3]#[C:4][C:5]([C:7]1[CH:12]=[CH:11][C:10]([N+:13]([O-:15])=[O:14])=[CH:9][CH:8]=1)=[O:6]. The yield is 0.860. (5) The reactants are [CH3:1][C:2]1[C:3]([N:11]2[CH2:16][CH2:15][CH2:14][CH2:13][CH2:12]2)=[C:4]([CH:8]=[CH:9][CH:10]=1)[C:5]([OH:7])=O.[CH3:17][C:18]1[CH:23]=[CH:22][C:21]([C:24]2[CH:29]=[CH:28][C:27]([CH2:30][NH:31][C:32]([C:34]3[N:35]([CH3:40])[CH:36]=[C:37]([NH2:39])[CH:38]=3)=[O:33])=[CH:26][CH:25]=2)=[CH:20][CH:19]=1.CN(C(ON1N=NC2C=CC=CC1=2)=[N+](C)C)C.[B-](F)(F)(F)F.C(N(CC)CC)C. The catalyst is CN(C)C=O.ClCCl.C(O)C. The product is [CH3:17][C:18]1[CH:19]=[CH:20][C:21]([C:24]2[CH:29]=[CH:28][C:27]([CH2:30][NH:31][C:32]([C:34]3[N:35]([CH3:40])[CH:36]=[C:37]([NH:39][C:5]([C:4]4[CH:8]=[CH:9][CH:10]=[C:2]([CH3:1])[C:3]=4[N:11]4[CH2:16][CH2:15][CH2:14][CH2:13][CH2:12]4)=[O:7])[CH:38]=3)=[O:33])=[CH:26][CH:25]=2)=[CH:22][CH:23]=1. The yield is 0.660. (6) The reactants are [C:1]1([CH3:27])[CH:6]=[CH:5][C:4]([N:7]2[CH2:12][CH2:11][N:10]([C:13]3[N:18]=[C:17](/[CH:19]=[C:20]4/[C:21](=[O:26])[NH:22][C:23](=[O:25])[S:24]/4)[CH:16]=[CH:15][N:14]=3)[CH2:9][CH2:8]2)=[CH:3][CH:2]=1.Br[CH2:29][C:30]([NH2:32])=[O:31].C(=O)([O-])[O-].[K+].[K+]. The catalyst is CN(C=O)C. The product is [O:25]=[C:23]1[N:22]([CH2:29][C:30]([NH2:32])=[O:31])[C:21](=[O:26])/[C:20](=[CH:19]/[C:17]2[CH:16]=[CH:15][N:14]=[C:13]([N:10]3[CH2:9][CH2:8][N:7]([C:4]4[CH:3]=[CH:2][C:1]([CH3:27])=[CH:6][CH:5]=4)[CH2:12][CH2:11]3)[N:18]=2)/[S:24]1. The yield is 0.350. (7) The reactants are [OH:1][CH:2]1[CH2:7][CH2:6][NH:5][CH2:4][CH2:3]1.O=[C:9]1[CH2:14][CH2:13][N:12]([C:15]([O:17][CH2:18][CH3:19])=[O:16])[CH2:11][CH2:10]1.[C-:20]#[N:21].C([Al+]CC)C. The catalyst is ClCCCl.CCOC(C)=O.CC(C)[O-].[Ti+4].CC(C)[O-].CC(C)[O-].CC(C)[O-]. The product is [C:20]([C:9]1([N:5]2[CH2:6][CH2:7][CH:2]([OH:1])[CH2:3][CH2:4]2)[CH2:14][CH2:13][N:12]([C:15]([O:17][CH2:18][CH3:19])=[O:16])[CH2:11][CH2:10]1)#[N:21]. The yield is 0.870. (8) The reactants are [CH2:1]([O:3][C:4]([C:6]1[CH2:10][CH2:9][CH2:8][C:7]=1[NH:11][CH:12]([CH3:14])[CH3:13])=[O:5])[CH3:2].C(O[BH-](OC(=O)C)OC(=O)C)(=O)C.[Na+]. The catalyst is C(O)(=O)C. The product is [CH2:1]([O:3][C:4]([CH:6]1[CH2:10][CH2:9][CH2:8][CH:7]1[NH:11][CH:12]([CH3:13])[CH3:14])=[O:5])[CH3:2]. The yield is 0.608. (9) The reactants are Cl[C:2]1[C:7]([CH:8]=[O:9])=[C:6]([CH3:10])[N:5]=[CH:4][CH:3]=1.[Cl:11][C:12]1[CH:17]=[CH:16][C:15](B(O)O)=[C:14]([F:21])[CH:13]=1.C([O-])([O-])=O.[Cs+].[Cs+]. The catalyst is C1(C)C=CC=CC=1.CCOC(C)=O.O.C1C=CC([P]([Pd]([P](C2C=CC=CC=2)(C2C=CC=CC=2)C2C=CC=CC=2)([P](C2C=CC=CC=2)(C2C=CC=CC=2)C2C=CC=CC=2)[P](C2C=CC=CC=2)(C2C=CC=CC=2)C2C=CC=CC=2)(C2C=CC=CC=2)C2C=CC=CC=2)=CC=1. The product is [Cl:11][C:12]1[CH:17]=[CH:16][C:15]([C:2]2[C:7]([CH:8]=[O:9])=[C:6]([CH3:10])[N:5]=[CH:4][CH:3]=2)=[C:14]([F:21])[CH:13]=1. The yield is 0.350. (10) The reactants are S(Cl)(Cl)=O.[CH2:5]([C@@:7]12[CH2:31][CH2:30][C@@:29]([C:33]([F:36])([F:35])[F:34])([OH:32])[CH2:28][C@H:8]1[CH2:9][CH2:10][CH2:11][C:12]1[C:13]2=[CH:14][C:15]2[CH:16]=[N:17][N:18]([C:21]3[CH:26]=[CH:25][C:24]([F:27])=[CH:23][CH:22]=3)[C:19]=2[CH:20]=1)[CH3:6].N1C=CC=CC=1.C([C@@]12CCC(C(F)(F)F)=C[C@H]1CCCC1C2=CC2C=NN(C3C=CC(F)=CC=3)C=2C=1)C.C([C@@]12CC=C(C(F)(F)F)C[C@H]1CCCC1C2=CC2C=NN(C3C=CC(F)=CC=3)C=2C=1)C.C[N+]1([O-])CC[O:109]CC1. The catalyst is O.C1COCC1.C1(C)C=CC=CC=1. The product is [CH2:5]([C@@:7]12[CH2:31][C@H:30]([OH:109])[C@:29]([C:33]([F:36])([F:35])[F:34])([OH:32])[CH2:28][C@H:8]1[CH2:9][CH2:10][CH2:11][C:12]1[C:13]2=[CH:14][C:15]2[CH:16]=[N:17][N:18]([C:21]3[CH:22]=[CH:23][C:24]([F:27])=[CH:25][CH:26]=3)[C:19]=2[CH:20]=1)[CH3:6]. The yield is 0.190.